The task is: Predict the reactants needed to synthesize the given product.. This data is from Full USPTO retrosynthesis dataset with 1.9M reactions from patents (1976-2016). (1) Given the product [CH3:14][CH:13]([O:12][C:10]1[CH:9]=[C:4]([CH:3]=[C:2]([O:1][CH2:22][C:23]2[CH:28]=[CH:27][CH:26]=[CH:25][CH:24]=2)[CH:11]=1)[C:5]([O:7][CH3:8])=[O:6])[CH3:15], predict the reactants needed to synthesize it. The reactants are: [OH:1][C:2]1[CH:3]=[C:4]([CH:9]=[C:10]([O:12][CH:13]([CH3:15])[CH3:14])[CH:11]=1)[C:5]([O:7][CH3:8])=[O:6].C(=O)([O-])[O-].[K+].[K+].[CH2:22](Br)[C:23]1[CH:28]=[CH:27][CH:26]=[CH:25][CH:24]=1. (2) Given the product [CH3:3][C:4]1[CH:9]=[CH:8][C:7]([S:10]([O:13][C:14]2[C:23]3[C:18](=[CH:19][CH:20]=[CH:21][CH:22]=3)[C:17](=[O:24])[N:16]([CH2:26][C:27]([N:29]([CH2:38][CH3:39])[C:30]3[CH:35]=[CH:34][C:33]([CH2:36][CH3:37])=[CH:32][CH:31]=3)=[O:28])[N:15]=2)(=[O:12])=[O:11])=[CH:6][CH:5]=1, predict the reactants needed to synthesize it. The reactants are: [H-].[Na+].[CH3:3][C:4]1[CH:9]=[CH:8][C:7]([S:10]([O:13][C:14]2[C:23]3[C:18](=[CH:19][CH:20]=[CH:21][CH:22]=3)[C:17](=[O:24])[NH:16][N:15]=2)(=[O:12])=[O:11])=[CH:6][CH:5]=1.Br[CH2:26][C:27]([N:29]([CH2:38][CH3:39])[C:30]1[CH:35]=[CH:34][C:33]([CH2:36][CH3:37])=[CH:32][CH:31]=1)=[O:28].[Na+].[I-]. (3) Given the product [CH2:15]([N:14]([C:54](=[O:55])[CH2:53][Cl:52])[CH:11]1[CH2:12][CH2:13][N:8]([C:6]([O:5][C:1]([CH3:4])([CH3:2])[CH3:3])=[O:7])[CH2:9][CH:10]1[OH:22])[C:16]1[CH:17]=[CH:18][CH:19]=[CH:20][CH:21]=1, predict the reactants needed to synthesize it. The reactants are: [C:1]([O:5][C:6]([N:8]1[CH2:13][CH2:12][CH:11]([NH:14][CH2:15][C:16]2[CH:21]=[CH:20][CH:19]=[CH:18][CH:17]=2)[CH:10]([OH:22])[CH2:9]1)=[O:7])([CH3:4])([CH3:3])[CH3:2].C(OC(N1CCC(O)C(NCC2C=CC=CC=2)C1)=O)(C)(C)C.C(N(CC)CC)C.[Cl:52][CH2:53][C:54](Cl)=[O:55]. (4) The reactants are: C(Cl)(=O)C([Cl:4])=O.[F:7][C:8]1[CH:9]=[C:10]([CH:13]=[C:14]([N+:17]([O-:19])=[O:18])[C:15]=1O)[C:11]#[N:12]. Given the product [Cl:4][C:15]1[C:14]([N+:17]([O-:19])=[O:18])=[CH:13][C:10]([C:11]#[N:12])=[CH:9][C:8]=1[F:7], predict the reactants needed to synthesize it.